From a dataset of Forward reaction prediction with 1.9M reactions from USPTO patents (1976-2016). Predict the product of the given reaction. Given the reactants [NH4+]=[S:2].C(O)C.[CH2:6]([N:10]1[C:14]([C:15]([O:17][CH2:18][CH3:19])=[O:16])=[C:13]([C:20]#[N:21])[N:12]=[C:11]1[N:22]1[CH2:27][CH2:26][N:25]([C:28]([O:30][C:31]([CH3:34])([CH3:33])[CH3:32])=[O:29])[CH2:24][CH2:23]1)[C:7]#[C:8][CH3:9].C(OCC)(=O)C, predict the reaction product. The product is: [CH2:6]([N:10]1[C:14]([C:15]([O:17][CH2:18][CH3:19])=[O:16])=[C:13]([C:20](=[S:2])[NH2:21])[N:12]=[C:11]1[N:22]1[CH2:27][CH2:26][N:25]([C:28]([O:30][C:31]([CH3:33])([CH3:32])[CH3:34])=[O:29])[CH2:24][CH2:23]1)[C:7]#[C:8][CH3:9].